From a dataset of Catalyst prediction with 721,799 reactions and 888 catalyst types from USPTO. Predict which catalyst facilitates the given reaction. (1) Reactant: [Br:1][C:2]1[CH:3]=[C:4]2[C:8](=[CH:9][CH:10]=1)[NH:7][N:6]=[C:5]2[C:11]([OH:13])=[O:12].S(=O)(=O)(O)O.O.[C:20](OCC)(=O)[CH3:21]. Product: [CH2:20]([O:12][C:11]([C:5]1[C:4]2[C:8](=[CH:9][CH:10]=[C:2]([Br:1])[CH:3]=2)[NH:7][N:6]=1)=[O:13])[CH3:21]. The catalyst class is: 8. (2) Reactant: Cl[C:2]1[N:3]=[CH:4][C:5]2[N:11]([CH3:12])[C:10](=[O:13])[C:9]([F:15])([F:14])[CH2:8][N:7]([CH:16]3[CH2:19][CH2:18][CH2:17]3)[C:6]=2[N:20]=1.O.C1(C)C(S(O)(=O)=O)=CC=CC=1.[NH2:33][C:34]1[CH:47]=[CH:46][C:37]([C:38]([NH:40][CH2:41][CH2:42][N:43]([CH3:45])[CH3:44])=[O:39])=[CH:36][C:35]=1[O:48][CH3:49]. Product: [CH:16]1([N:7]2[CH2:8][C:9]([F:15])([F:14])[C:10](=[O:13])[N:11]([CH3:12])[C:5]3[CH:4]=[N:3][C:2]([NH:33][C:34]4[CH:47]=[CH:46][C:37]([C:38]([NH:40][CH2:41][CH2:42][N:43]([CH3:44])[CH3:45])=[O:39])=[CH:36][C:35]=4[O:48][CH3:49])=[N:20][C:6]2=3)[CH2:19][CH2:18][CH2:17]1. The catalyst class is: 32. (3) Reactant: [CH:1]([C:4]1[CH:9]=[C:8]([C:10]2[C:11]([OH:19])=[C:12]([O:17][CH3:18])[CH:13]=[C:14]([CH3:16])[CH:15]=2)[C:7]([OH:20])=[CH:6][C:5]=1[CH3:21])([CH3:3])[CH3:2].C(N(CC)CC)C.[C:29]1([C:35]2[CH:44]=[CH:43][CH:42]=[C:41]([C:45]3[CH:50]=[CH:49][CH:48]=[CH:47][CH:46]=3)[C:36]=2[O:37][P:38](Cl)Cl)[CH:34]=[CH:33][CH:32]=[CH:31][CH:30]=1. Product: [C:45]1([C:41]2[CH:42]=[CH:43][CH:44]=[C:35]([C:29]3[CH:30]=[CH:31][CH:32]=[CH:33][CH:34]=3)[C:36]=2[O:37][P:38]2[O:20][C:7]3[CH:6]=[C:5]([CH3:21])[C:4]([CH:1]([CH3:3])[CH3:2])=[CH:9][C:8]=3[C:10]3[CH:15]=[C:14]([CH3:16])[CH:13]=[C:12]([O:17][CH3:18])[C:11]=3[O:19]2)[CH:46]=[CH:47][CH:48]=[CH:49][CH:50]=1. The catalyst class is: 11. (4) Reactant: C(N(CC)CC)C.[C:8]([N:15]1[CH2:21][CH2:20][CH2:19][NH:18][CH2:17][CH2:16]1)([O:10][C:11]([CH3:14])([CH3:13])[CH3:12])=[O:9].[Br:22][C:23]1[CH:28]=[CH:27][C:26]([S:29](Cl)(=[O:31])=[O:30])=[C:25]([F:33])[CH:24]=1. Product: [Br:22][C:23]1[CH:28]=[CH:27][C:26]([S:29]([N:18]2[CH2:19][CH2:20][CH2:21][N:15]([C:8]([O:10][C:11]([CH3:14])([CH3:13])[CH3:12])=[O:9])[CH2:16][CH2:17]2)(=[O:30])=[O:31])=[C:25]([F:33])[CH:24]=1. The catalyst class is: 91.